Dataset: Catalyst prediction with 721,799 reactions and 888 catalyst types from USPTO. Task: Predict which catalyst facilitates the given reaction. Reactant: [Br:1][C:2]1[CH:8]=[C:7]([Br:9])[CH:6]=[C:5]([Br:10])[C:3]=1[NH2:4].S(=O)(=O)(O)O.N([O-])=O.[Na+].NC(N)=O.[N-:24]=[N+:25]=[N-].[Na+]. Product: [N:4]([C:3]1[C:2]([Br:1])=[CH:8][C:7]([Br:9])=[CH:6][C:5]=1[Br:10])=[N+:24]=[N-:25]. The catalyst class is: 211.